This data is from NCI-60 drug combinations with 297,098 pairs across 59 cell lines. The task is: Regression. Given two drug SMILES strings and cell line genomic features, predict the synergy score measuring deviation from expected non-interaction effect. Drug 1: COC1=NC(=NC2=C1N=CN2C3C(C(C(O3)CO)O)O)N. Drug 2: CC=C1C(=O)NC(C(=O)OC2CC(=O)NC(C(=O)NC(CSSCCC=C2)C(=O)N1)C(C)C)C(C)C. Cell line: ACHN. Synergy scores: CSS=17.9, Synergy_ZIP=-1.80, Synergy_Bliss=0.472, Synergy_Loewe=-91.6, Synergy_HSA=-1.03.